Task: Regression. Given two drug SMILES strings and cell line genomic features, predict the synergy score measuring deviation from expected non-interaction effect.. Dataset: NCI-60 drug combinations with 297,098 pairs across 59 cell lines Drug 1: CS(=O)(=O)CCNCC1=CC=C(O1)C2=CC3=C(C=C2)N=CN=C3NC4=CC(=C(C=C4)OCC5=CC(=CC=C5)F)Cl. Drug 2: CC(C)(C#N)C1=CC=C(C=C1)N2C3=C4C=C(C=CC4=NC=C3N(C2=O)C)C5=CC6=CC=CC=C6N=C5. Cell line: HT29. Synergy scores: CSS=76.3, Synergy_ZIP=11.4, Synergy_Bliss=11.3, Synergy_Loewe=14.4, Synergy_HSA=16.6.